From a dataset of Forward reaction prediction with 1.9M reactions from USPTO patents (1976-2016). Predict the product of the given reaction. (1) Given the reactants [C@H:1]1([NH:10][C:11]2[CH:20]=[CH:19][C:18]3[C:13](=[CH:14][CH:15]=[C:16]([NH:21][C:22]([NH:24][CH:25]4[CH2:30][CH2:29][NH:28][CH2:27][CH2:26]4)=[O:23])[CH:17]=3)[N:12]=2)[C:9]2[C:4](=[CH:5][CH:6]=[CH:7][CH:8]=2)[CH2:3][CH2:2]1.C(N(CC)CC)C.Br[CH2:39][CH2:40][OH:41], predict the reaction product. The product is: [OH:41][CH2:40][CH2:39][N:28]1[CH2:29][CH2:30][CH:25]([NH:24][C:22]([NH:21][C:16]2[CH:17]=[C:18]3[C:13](=[CH:14][CH:15]=2)[N:12]=[C:11]([NH:10][C@H:1]2[C:9]4[C:4](=[CH:5][CH:6]=[CH:7][CH:8]=4)[CH2:3][CH2:2]2)[CH:20]=[CH:19]3)=[O:23])[CH2:26][CH2:27]1. (2) Given the reactants [N+:1]([O-:4])([O-:3])=[O:2].[N+:5]([O-:8])([OH:7])=[O:6].[Cu:9], predict the reaction product. The product is: [N+:1]([O-:4])([O-:3])=[O:2].[Cu+2:9].[N+:5]([O-:8])([O-:7])=[O:6].